From a dataset of CYP3A4 inhibition data for predicting drug metabolism from PubChem BioAssay. Regression/Classification. Given a drug SMILES string, predict its absorption, distribution, metabolism, or excretion properties. Task type varies by dataset: regression for continuous measurements (e.g., permeability, clearance, half-life) or binary classification for categorical outcomes (e.g., BBB penetration, CYP inhibition). Dataset: cyp3a4_veith. (1) The drug is COCC(=O)N1CCC2(CCCN(Cc3ccccc3OC)C2)CC1. The result is 0 (non-inhibitor). (2) The compound is CC(Sc1nc(-c2ccccc2)cc(C(F)(F)F)n1)C(=O)N1CCCCC1. The result is 1 (inhibitor). (3) The molecule is O=C(NC[C@@H]1CCCCN1)c1cc(OCC(F)(F)F)ccc1OCC(F)(F)F. The result is 0 (non-inhibitor). (4) The compound is O=C(CSc1nc2ccccc2[nH]1)NCCN1CCCCC1. The result is 0 (non-inhibitor).